This data is from NCI-60 drug combinations with 297,098 pairs across 59 cell lines. The task is: Regression. Given two drug SMILES strings and cell line genomic features, predict the synergy score measuring deviation from expected non-interaction effect. (1) Drug 1: CC1=CC=C(C=C1)C2=CC(=NN2C3=CC=C(C=C3)S(=O)(=O)N)C(F)(F)F. Drug 2: CN(C(=O)NC(C=O)C(C(C(CO)O)O)O)N=O. Cell line: SN12C. Synergy scores: CSS=-9.23, Synergy_ZIP=5.79, Synergy_Bliss=4.54, Synergy_Loewe=-5.47, Synergy_HSA=-4.64. (2) Drug 1: CS(=O)(=O)CCNCC1=CC=C(O1)C2=CC3=C(C=C2)N=CN=C3NC4=CC(=C(C=C4)OCC5=CC(=CC=C5)F)Cl. Drug 2: COC1=C2C(=CC3=C1OC=C3)C=CC(=O)O2. Cell line: NCI-H460. Synergy scores: CSS=-0.649, Synergy_ZIP=1.01, Synergy_Bliss=0.881, Synergy_Loewe=-0.470, Synergy_HSA=-0.982. (3) Drug 1: CC1=C2C(C(=O)C3(C(CC4C(C3C(C(C2(C)C)(CC1OC(=O)C(C(C5=CC=CC=C5)NC(=O)C6=CC=CC=C6)O)O)OC(=O)C7=CC=CC=C7)(CO4)OC(=O)C)O)C)OC(=O)C. Drug 2: C1CC(=O)NC(=O)C1N2C(=O)C3=CC=CC=C3C2=O. Cell line: SR. Synergy scores: CSS=5.42, Synergy_ZIP=-13.9, Synergy_Bliss=-30.5, Synergy_Loewe=-82.3, Synergy_HSA=-30.1. (4) Drug 1: CC1OCC2C(O1)C(C(C(O2)OC3C4COC(=O)C4C(C5=CC6=C(C=C35)OCO6)C7=CC(=C(C(=C7)OC)O)OC)O)O. Drug 2: CC12CCC3C(C1CCC2OP(=O)(O)O)CCC4=C3C=CC(=C4)OC(=O)N(CCCl)CCCl.[Na+]. Cell line: 786-0. Synergy scores: CSS=43.3, Synergy_ZIP=2.31, Synergy_Bliss=3.78, Synergy_Loewe=-27.1, Synergy_HSA=4.48. (5) Drug 1: C1CN(CCN1C(=O)CCBr)C(=O)CCBr. Drug 2: CC1C(C(CC(O1)OC2CC(CC3=C2C(=C4C(=C3O)C(=O)C5=CC=CC=C5C4=O)O)(C(=O)C)O)N)O. Cell line: K-562. Synergy scores: CSS=30.5, Synergy_ZIP=-3.61, Synergy_Bliss=-2.46, Synergy_Loewe=-14.8, Synergy_HSA=-0.499. (6) Drug 1: CC1=C2C(C(=O)C3(C(CC4C(C3C(C(C2(C)C)(CC1OC(=O)C(C(C5=CC=CC=C5)NC(=O)OC(C)(C)C)O)O)OC(=O)C6=CC=CC=C6)(CO4)OC(=O)C)OC)C)OC. Drug 2: CCC1(C2=C(COC1=O)C(=O)N3CC4=CC5=C(C=CC(=C5CN(C)C)O)N=C4C3=C2)O.Cl. Cell line: M14. Synergy scores: CSS=36.0, Synergy_ZIP=-8.75, Synergy_Bliss=-9.84, Synergy_Loewe=-18.4, Synergy_HSA=-7.46. (7) Drug 2: C1CCC(CC1)NC(=O)N(CCCl)N=O. Synergy scores: CSS=29.0, Synergy_ZIP=-4.71, Synergy_Bliss=-3.23, Synergy_Loewe=-8.38, Synergy_HSA=-1.08. Cell line: MCF7. Drug 1: CC1OCC2C(O1)C(C(C(O2)OC3C4COC(=O)C4C(C5=CC6=C(C=C35)OCO6)C7=CC(=C(C(=C7)OC)O)OC)O)O. (8) Drug 1: CC1=C2C(C(=O)C3(C(CC4C(C3C(C(C2(C)C)(CC1OC(=O)C(C(C5=CC=CC=C5)NC(=O)C6=CC=CC=C6)O)O)OC(=O)C7=CC=CC=C7)(CO4)OC(=O)C)O)C)OC(=O)C. Drug 2: C(=O)(N)NO. Cell line: HCC-2998. Synergy scores: CSS=34.1, Synergy_ZIP=-0.329, Synergy_Bliss=-2.83, Synergy_Loewe=-47.8, Synergy_HSA=-4.27. (9) Drug 1: C1=CN(C(=O)N=C1N)C2C(C(C(O2)CO)O)O.Cl. Drug 2: CC=C1C(=O)NC(C(=O)OC2CC(=O)NC(C(=O)NC(CSSCCC=C2)C(=O)N1)C(C)C)C(C)C. Cell line: MCF7. Synergy scores: CSS=28.7, Synergy_ZIP=-1.42, Synergy_Bliss=-0.984, Synergy_Loewe=-1.65, Synergy_HSA=0.330.